From a dataset of Peptide-MHC class I binding affinity with 185,985 pairs from IEDB/IMGT. Regression. Given a peptide amino acid sequence and an MHC pseudo amino acid sequence, predict their binding affinity value. This is MHC class I binding data. (1) The peptide sequence is YLIPFIWFV. The MHC is HLA-B51:01 with pseudo-sequence HLA-B51:01. The binding affinity (normalized) is 0.0847. (2) The peptide sequence is ITLKIIETY. The MHC is HLA-A03:01 with pseudo-sequence HLA-A03:01. The binding affinity (normalized) is 0. (3) The MHC is HLA-A30:01 with pseudo-sequence HLA-A30:01. The peptide sequence is KVFDKSLLY. The binding affinity (normalized) is 0.869.